This data is from Peptide-MHC class II binding affinity with 134,281 pairs from IEDB. The task is: Regression. Given a peptide amino acid sequence and an MHC pseudo amino acid sequence, predict their binding affinity value. This is MHC class II binding data. (1) The binding affinity (normalized) is 0.498. The MHC is DRB3_0202 with pseudo-sequence DRB3_0202. The peptide sequence is NDNYTEIKGQLVFIG. (2) The peptide sequence is SWEYWGAQLNAMKPD. The MHC is HLA-DQA10102-DQB10602 with pseudo-sequence HLA-DQA10102-DQB10602. The binding affinity (normalized) is 0.686. (3) The peptide sequence is GEAQIVDKIDAAFKI. The MHC is DRB5_0101 with pseudo-sequence DRB5_0101. The binding affinity (normalized) is 0.597. (4) The peptide sequence is AFILDGDNLFDKV. The MHC is HLA-DQA10501-DQB10201 with pseudo-sequence HLA-DQA10501-DQB10201. The binding affinity (normalized) is 0.508. (5) The peptide sequence is LVVLSELPDFLAKKG. The MHC is DRB1_0404 with pseudo-sequence DRB1_0404. The binding affinity (normalized) is 0.677. (6) The peptide sequence is KEDFLGSLVKEIPPRLLYAK. The binding affinity (normalized) is 0.850. The MHC is HLA-DPA10103-DPB10401 with pseudo-sequence HLA-DPA10103-DPB10401. (7) The peptide sequence is YDHFLANVSTVLTGK. The MHC is DRB1_0101 with pseudo-sequence DRB1_0101. The binding affinity (normalized) is 0.898. (8) The peptide sequence is VDSGAQLGELYYAIH. The MHC is HLA-DQA10102-DQB10602 with pseudo-sequence HLA-DQA10102-DQB10602. The binding affinity (normalized) is 0.332. (9) The peptide sequence is ARIMLDNINMPNGLIAQF. The MHC is DRB3_0101 with pseudo-sequence DRB3_0101. The binding affinity (normalized) is 0.311.